Task: Regression/Classification. Given a drug SMILES string, predict its absorption, distribution, metabolism, or excretion properties. Task type varies by dataset: regression for continuous measurements (e.g., permeability, clearance, half-life) or binary classification for categorical outcomes (e.g., BBB penetration, CYP inhibition). For this dataset (solubility_aqsoldb), we predict Y.. Dataset: Aqueous solubility values for 9,982 compounds from the AqSolDB database (1) The compound is O=P([O-])(O)O.O=P([O-])(O)O.[Ca+2]. The Y is -0.397 log mol/L. (2) The molecule is CC(=O)Nc1cccc(Nc2cc(S(=O)(=O)[O-])c(N)c3c2C(=O)c2ccccc2C3=O)c1.[Na+]. The Y is -4.31 log mol/L.